This data is from hERG potassium channel inhibition data for cardiac toxicity prediction from Karim et al.. The task is: Regression/Classification. Given a drug SMILES string, predict its toxicity properties. Task type varies by dataset: regression for continuous values (e.g., LD50, hERG inhibition percentage) or binary classification for toxic/non-toxic outcomes (e.g., AMES mutagenicity, cardiotoxicity, hepatotoxicity). Dataset: herg_karim. (1) The molecule is Cc1cc(C(=O)N2CCN(C(=O)C3CCCO3)CC2)ccc1OCc1cccc(Cl)c1. The result is 0 (non-blocker). (2) The molecule is CN1C(=O)C(NC(=O)C=Cc2ccc(Cl)cc2Cl)N=C(c2ccccc2)c2ccccc21. The result is 1 (blocker). (3) The drug is COc1cc(F)ccc1-c1cncc(CNC(=O)C2CCC2)c1. The result is 0 (non-blocker). (4) The molecule is COc1cc(/C=C/c2nc3cc(C(F)(F)F)ccc3c(=O)[nH]2)ccc1-n1cnc(C)c1. The result is 1 (blocker). (5) The molecule is O=C(NC1CC1c1ccccc1)N1CCC(c2nc(-c3cnccn3)no2)CC1. The result is 0 (non-blocker). (6) The drug is CC(C)(O)[C@]1(C(=O)NCc2cc(C(F)(F)F)cc(C(F)(F)F)c2)CC[C@@H](N2CCC(c3cc(Cl)ncn3)CC2)C1. The result is 1 (blocker). (7) The compound is COc1ccccc1N1CCN(CCCCCC(=O)n2c3ccccc3c3ccccc32)CC1. The result is 1 (blocker). (8) The drug is CC(C)(Cc1ccc2ccccc2c1)NC[C@@H](O)COc1ccc(CCC(=O)O)cc1C#N. The result is 1 (blocker). (9) The compound is COc1ccc([C@H]2CC[C@H](N3CC(NC(=O)CNC(=O)c4cccc(C(F)(F)F)c4)C3)CC2)cn1. The result is 1 (blocker).